Dataset: Forward reaction prediction with 1.9M reactions from USPTO patents (1976-2016). Task: Predict the product of the given reaction. The product is: [I:1][C:2]1[CH:12]=[N:11][C:5]2[NH:6][CH2:7][C:8](=[O:10])[N:9]([CH2:18][C:17]3[CH:20]=[CH:21][CH:22]=[CH:23][C:16]=3[O:15][C:14]([F:13])([F:24])[F:25])[C:4]=2[CH:3]=1. Given the reactants [I:1][C:2]1[CH:12]=[N:11][C:5]2[NH:6][CH2:7][C:8](=[O:10])[NH:9][C:4]=2[CH:3]=1.[F:13][C:14]([F:25])([F:24])[O:15][C:16]1[CH:23]=[CH:22][CH:21]=[CH:20][C:17]=1[CH2:18]Br, predict the reaction product.